From a dataset of Full USPTO retrosynthesis dataset with 1.9M reactions from patents (1976-2016). Predict the reactants needed to synthesize the given product. (1) Given the product [CH:34]([N:2]1[CH2:7][CH2:6][C:5]([C:8]2[CH:13]=[CH:12][C:11]([N:14]3[CH2:18][C@H:17]([CH2:19][N:20]4[CH:24]=[CH:23][N:22]=[N:21]4)[O:16][C:15]3=[O:25])=[CH:10][C:9]=2[F:26])=[CH:4][CH2:3]1)=[O:35], predict the reactants needed to synthesize it. The reactants are: Cl.[NH:2]1[CH2:7][CH2:6][C:5]([C:8]2[CH:13]=[CH:12][C:11]([N:14]3[CH2:18][C@H:17]([CH2:19][N:20]4[CH:24]=[CH:23][N:22]=[N:21]4)[O:16][C:15]3=[O:25])=[CH:10][C:9]=2[F:26])=[CH:4][CH2:3]1.C(N(CC)CC)C.[CH:34](OCC)=[O:35]. (2) Given the product [Cl-:66].[F:50][C:47]([F:48])([F:49])[C:39]1[CH:38]=[C:37]([C@H:3]([C@@H:4]([NH2+:6][CH2:7][C:8]2[CH:13]=[C:12]([C:14]([F:17])([F:15])[F:16])[CH:11]=[CH:10][C:9]=2[C:18]2[CH:23]=[C:22]([CH:24]([CH3:25])[CH3:26])[C:21]([F:27])=[CH:20][C:19]=2[O:28][CH3:29])[CH3:5])[O:2][C:1](=[O:65])[O:51][CH:52]([CH2:59][O:60][P:61]([OH:63])([OH:64])=[O:62])[CH2:53][O:54][P:55](=[O:56])([OH:58])[OH:57])[CH:42]=[C:41]([C:43]([F:46])([F:45])[F:44])[CH:40]=1, predict the reactants needed to synthesize it. The reactants are: [C:1](=[O:65])([O:51][CH:52]([CH2:59][O:60][P:61]([OH:64])([OH:63])=[O:62])[CH2:53][O:54][P:55]([OH:58])([OH:57])=[O:56])[O:2][C@H:3]([C:37]1[CH:42]=[C:41]([C:43]([F:46])([F:45])[F:44])[CH:40]=[C:39]([C:47]([F:50])([F:49])[F:48])[CH:38]=1)[C@@H:4]([N:6](C(OC(C)(C)C)=O)[CH2:7][C:8]1[CH:13]=[C:12]([C:14]([F:17])([F:16])[F:15])[CH:11]=[CH:10][C:9]=1[C:18]1[CH:23]=[C:22]([CH:24]([CH3:26])[CH3:25])[C:21]([F:27])=[CH:20][C:19]=1[O:28][CH3:29])[CH3:5].[ClH:66]. (3) Given the product [CH2:1]([O:8][C:9]1[CH:14]=[CH:13][C:12]([OH:15])=[CH:11][C:10]=1[S:16]([CH2:18][CH3:19])=[O:17])[C:2]1[CH:3]=[CH:4][CH:5]=[CH:6][CH:7]=1, predict the reactants needed to synthesize it. The reactants are: [CH2:1]([O:8][C:9]1[CH:14]=[CH:13][C:12]([OH:15])=[CH:11][C:10]=1[S:16]([CH3:18])=[O:17])[C:2]1[CH:7]=[CH:6][CH:5]=[CH:4][CH:3]=1.[CH:19]([N-]C(C)C)(C)C.[Li+].CI.CO.